The task is: Regression. Given a peptide amino acid sequence and an MHC pseudo amino acid sequence, predict their binding affinity value. This is MHC class I binding data.. This data is from Peptide-MHC class I binding affinity with 185,985 pairs from IEDB/IMGT. (1) The peptide sequence is QPYPQPQPF. The MHC is HLA-B35:01 with pseudo-sequence HLA-B35:01. The binding affinity (normalized) is 0.559. (2) The peptide sequence is FLGKIWPSYK. The MHC is HLA-A68:02 with pseudo-sequence HLA-A68:02. The binding affinity (normalized) is 0. (3) The peptide sequence is AYIDNYNKT. The MHC is HLA-A23:01 with pseudo-sequence HLA-A23:01. The binding affinity (normalized) is 0.106. (4) The MHC is HLA-A01:01 with pseudo-sequence HLA-A01:01. The peptide sequence is FRKEFTKLE. The binding affinity (normalized) is 0.0847. (5) The peptide sequence is SVITQACPK. The MHC is HLA-A33:01 with pseudo-sequence HLA-A33:01. The binding affinity (normalized) is 0.127.